From a dataset of NCI-60 drug combinations with 297,098 pairs across 59 cell lines. Regression. Given two drug SMILES strings and cell line genomic features, predict the synergy score measuring deviation from expected non-interaction effect. (1) Drug 1: CC(C)(C#N)C1=CC(=CC(=C1)CN2C=NC=N2)C(C)(C)C#N. Drug 2: C1CCC(C(C1)N)N.C(=O)(C(=O)[O-])[O-].[Pt+4]. Cell line: SK-MEL-2. Synergy scores: CSS=4.80, Synergy_ZIP=2.09, Synergy_Bliss=0.628, Synergy_Loewe=0.989, Synergy_HSA=-0.956. (2) Drug 2: C(CC(=O)O)C(=O)CN.Cl. Cell line: SK-MEL-28. Synergy scores: CSS=8.73, Synergy_ZIP=-3.83, Synergy_Bliss=-2.75, Synergy_Loewe=-1.25, Synergy_HSA=-0.791. Drug 1: C1CN1P(=S)(N2CC2)N3CC3.